This data is from Full USPTO retrosynthesis dataset with 1.9M reactions from patents (1976-2016). The task is: Predict the reactants needed to synthesize the given product. (1) Given the product [C:18]([O:17][C:15]([NH:14][C@H:5]([CH2:6][C:7]1[CH:12]=[CH:11][CH:10]=[C:9]([F:13])[CH:8]=1)[C@H:4]([OH:22])[C:3]([OH:27])=[O:2])=[O:16])([CH3:21])([CH3:19])[CH3:20], predict the reactants needed to synthesize it. The reactants are: C[O:2][C:3](=[O:27])[C@@H:4]([O:22]C(=O)CCl)[C@H:5]([NH:14][C:15]([O:17][C:18]([CH3:21])([CH3:20])[CH3:19])=[O:16])[CH2:6][C:7]1[CH:12]=[CH:11][CH:10]=[C:9]([F:13])[CH:8]=1.[OH-].[Na+].CO. (2) Given the product [C:5]([O:9][C:10]([C@@:12]1([CH2:26][CH:27]=[CH2:28])[C@@H:16]([CH2:3][CH:2]=[CH2:1])[C:15](=[O:17])[N:14]([C@@H:18]([C:20]2[CH:21]=[CH:22][CH:23]=[CH:24][CH:25]=2)[CH3:19])[CH2:13]1)=[O:11])([CH3:8])([CH3:7])[CH3:6], predict the reactants needed to synthesize it. The reactants are: [CH2:1](Br)[CH:2]=[CH2:3].[C:5]([O:9][C:10]([C@@:12]1([CH2:26][CH:27]=[CH2:28])[CH2:16][C:15](=[O:17])[N:14]([C@@H:18]([C:20]2[CH:25]=[CH:24][CH:23]=[CH:22][CH:21]=2)[CH3:19])[CH2:13]1)=[O:11])([CH3:8])([CH3:7])[CH3:6].C[Si](C)(C)[N-][Si](C)(C)C.[Li+].[Cl-].[NH4+]. (3) Given the product [O:23]1[CH2:27][CH2:26][N:25]([C:28]([C:30]2[CH:35]=[CH:34][C:33]([NH:36][C:9](=[O:11])[CH:8]([C:3]3[CH:4]=[CH:5][CH:6]=[CH:7][C:2]=3[CH3:1])[NH:12][C:13]([NH:15][C:16]3[CH:21]=[CH:20][C:19]([Cl:22])=[CH:18][CH:17]=3)=[O:14])=[CH:32][CH:31]=2)=[O:29])[CH2:24]1, predict the reactants needed to synthesize it. The reactants are: [CH3:1][C:2]1[CH:7]=[CH:6][CH:5]=[CH:4][C:3]=1[CH:8]([NH:12][C:13]([NH:15][C:16]1[CH:21]=[CH:20][C:19]([Cl:22])=[CH:18][CH:17]=1)=[O:14])[C:9]([OH:11])=O.[O:23]1[CH2:27][CH2:26][N:25]([C:28]([C:30]2[CH:35]=[CH:34][C:33]([NH2:36])=[CH:32][CH:31]=2)=[O:29])[CH2:24]1.C(Cl)CCl. (4) The reactants are: C[N:2](C)[CH:3]=[CH:4][C:5](=O)[C:6]([CH3:17])([C:8]1[CH:13]=[CH:12][C:11]([N+:14]([O-:16])=[O:15])=[CH:10][CH:9]=1)[CH3:7].O.[NH2:21]N. Given the product [CH3:7][C:6]([C:5]1[NH:21][N:2]=[CH:3][CH:4]=1)([C:8]1[CH:13]=[CH:12][C:11]([N+:14]([O-:16])=[O:15])=[CH:10][CH:9]=1)[CH3:17], predict the reactants needed to synthesize it. (5) Given the product [Cl:6][C:7]1[CH:12]=[CH:11][N:10]=[C:9]([C:13]([N:15]([CH:19]([CH3:21])[CH3:20])[CH:16]([CH3:17])[CH3:18])=[O:14])[C:8]=1[CH2:25][CH2:24][CH2:23][Cl:22], predict the reactants needed to synthesize it. The reactants are: [Li]CCCC.[Cl:6][C:7]1[CH:12]=[CH:11][N:10]=[C:9]([C:13]([N:15]([CH:19]([CH3:21])[CH3:20])[CH:16]([CH3:18])[CH3:17])=[O:14])[CH:8]=1.[Cl:22][CH2:23][CH2:24][CH2:25]I. (6) The reactants are: Br[C:2]1[CH:7]=[CH:6][C:5]([C:8]([F:11])([F:10])[F:9])=[CH:4][C:3]=1[F:12].[CH3:13][C:14]([O:17][C:18]([N:20]1[CH2:25][CH2:24][NH:23][CH2:22][CH2:21]1)=[O:19])([CH3:16])[CH3:15].CC(C)([O-])C.[Na+].C1(P(C2CCCCC2)C2C=CC=CC=2C2C=CC=CC=2)CCCCC1. Given the product [C:14]([O:17][C:18]([N:20]1[CH2:25][CH2:24][N:23]([C:2]2[CH:7]=[CH:6][C:5]([C:8]([F:11])([F:10])[F:9])=[CH:4][C:3]=2[F:12])[CH2:22][CH2:21]1)=[O:19])([CH3:16])([CH3:13])[CH3:15], predict the reactants needed to synthesize it. (7) Given the product [NH2:1][C:2]1([OH:12])[C:10]2[C:5](=[CH:6][CH:7]=[CH:8][CH:9]=2)[CH2:4][CH2:3]1, predict the reactants needed to synthesize it. The reactants are: [NH2:1][C@@H:2]1[C:10]2[C:5](=[CH:6][CH:7]=[CH:8][CH:9]=2)[CH2:4][C@@H:3]1O.[OH:12]C1CC2C(=CC=CC=2)C1=NO.Cl. (8) The reactants are: C1(C2C(O[C@@H]3CCCNC3)=CC(F)=C(C=2)C(OC)=O)CC1.[CH:22]1([C:25]2[C:26]([O:39][CH2:40][C@@H:41]3[CH2:46][CH2:45][C@@H:44]([CH3:47])[NH:43][CH2:42]3)=[CH:27][C:28]([F:38])=[C:29]([CH:37]=2)[C:30]([O:32][C:33]([CH3:36])([CH3:35])[CH3:34])=[O:31])[CH2:24][CH2:23]1.[Cl:48][C:49]1[CH:54]=[C:53]([CH:55](Cl)C)[CH:52]=[C:51]([Cl:58])[CH:50]=1.ClC1C=C(CCl)C=C(Cl)C=1. Given the product [CH:22]1([C:25]2[C:26]([O:39][CH2:40][C@@H:41]3[CH2:46][CH2:45][C@@H:44]([CH3:47])[N:43]([CH2:55][C:53]4[CH:54]=[C:49]([Cl:48])[CH:50]=[C:51]([Cl:58])[CH:52]=4)[CH2:42]3)=[CH:27][C:28]([F:38])=[C:29]([CH:37]=2)[C:30]([O:32][C:33]([CH3:35])([CH3:36])[CH3:34])=[O:31])[CH2:24][CH2:23]1, predict the reactants needed to synthesize it.